Dataset: Peptide-MHC class II binding affinity with 134,281 pairs from IEDB. Task: Regression. Given a peptide amino acid sequence and an MHC pseudo amino acid sequence, predict their binding affinity value. This is MHC class II binding data. The peptide sequence is AGYTPAAPAGAEPAGKATTE. The MHC is DRB1_0701 with pseudo-sequence DRB1_0701. The binding affinity (normalized) is 0.213.